This data is from Full USPTO retrosynthesis dataset with 1.9M reactions from patents (1976-2016). The task is: Predict the reactants needed to synthesize the given product. (1) Given the product [Br:28][CH2:29]/[CH:30]=[CH:31]/[C:32]([NH:20][C:17]1[CH:18]=[C:19]2[C:14](=[CH:15][C:16]=1[O:21][C@H:22]1[CH2:26][CH2:25][O:24][CH2:23]1)[N:13]=[CH:12][N:11]=[C:10]2[NH:9][C:4]1[CH:5]=[CH:6][C:7]([Cl:8])=[C:2]([Cl:1])[C:3]=1[F:27])=[O:33], predict the reactants needed to synthesize it. The reactants are: [Cl:1][C:2]1[C:3]([F:27])=[C:4]([NH:9][C:10]2[C:19]3[C:14](=[CH:15][C:16]([O:21][C@H:22]4[CH2:26][CH2:25][O:24][CH2:23]4)=[C:17]([NH2:20])[CH:18]=3)[N:13]=[CH:12][N:11]=2)[CH:5]=[CH:6][C:7]=1[Cl:8].[Br:28][CH2:29]/[CH:30]=[CH:31]/[C:32](Cl)=[O:33].CCO. (2) Given the product [Cl:1][C:2]1[CH:3]=[C:4]([CH:21]=[CH:22][C:23]=1[Cl:24])[O:5][C:6]1[C:11](=[O:12])[NH:10][C:9]([C:13]2[N:14]=[C:26]([C:27]([O:29][CH2:30][CH3:31])=[O:28])[O:16][N:15]=2)=[N:8][C:7]=1[C:17]([F:20])([F:18])[F:19], predict the reactants needed to synthesize it. The reactants are: [Cl:1][C:2]1[CH:3]=[C:4]([CH:21]=[CH:22][C:23]=1[Cl:24])[O:5][C:6]1[C:11](=[O:12])[NH:10][C:9]([C:13](=[N:15][OH:16])[NH2:14])=[N:8][C:7]=1[C:17]([F:20])([F:19])[F:18].Cl[C:26](=O)[C:27]([O:29][CH2:30][CH3:31])=[O:28].C(N(CC)C(C)C)(C)C. (3) Given the product [CH2:2]([O:3][C:4](=[O:5])[CH2:6][C:35]1([OH:46])[C:36]2[C:41](=[CH:40][CH:39]=[C:38]([O:44][CH3:45])[CH:37]=2)[CH2:42][CH2:43][CH:34]1[Cl:33])[CH3:1], predict the reactants needed to synthesize it. The reactants are: [CH3:1][CH2:2][O:3][C:4]([CH3:6])=[O:5].C(NC(C)C)(C)C.[Li].C(NC(C)C)(C)C.[Li]CCCC.CCCCCC.[Cl:33][CH:34]1[CH2:43][CH2:42][C:41]2[C:36](=[CH:37][C:38]([O:44][CH3:45])=[CH:39][CH:40]=2)[C:35]1=[O:46].[NH4+].[Cl-]. (4) Given the product [CH3:13][C:11]1([CH3:14])[CH2:10][O:9][C:8]([C:5]2[CH:6]=[CH:7][C:2]([C:21]3([OH:24])[CH2:22][CH2:23][C:18]4([O:25][CH2:15][CH2:16][O:17]4)[CH2:19][CH2:20]3)=[CH:3][CH:4]=2)=[N:12]1, predict the reactants needed to synthesize it. The reactants are: Br[C:2]1[CH:7]=[CH:6][C:5]([C:8]2[O:9][CH2:10][C:11]([CH3:14])([CH3:13])[N:12]=2)=[CH:4][CH:3]=1.[CH2:15]1[O:25][C:18]2([CH2:23][CH2:22][C:21](=[O:24])[CH2:20][CH2:19]2)[O:17][CH2:16]1.[NH4+].[Cl-]. (5) Given the product [C:11]([O:15][C:16](=[O:21])[NH:17][CH2:18][CH:19]=[O:20])([CH3:14])([CH3:12])[CH3:13], predict the reactants needed to synthesize it. The reactants are: C(Cl)(=O)C(Cl)=O.CS(C)=O.[C:11]([O:15][C:16](=[O:21])[NH:17][CH2:18][CH2:19][OH:20])([CH3:14])([CH3:13])[CH3:12].CCN(CC)CC. (6) Given the product [NH2:1][C@@H:4]([CH3:16])[CH2:5][C:6]1[CH:7]=[C:8]([N:13]([CH3:15])[CH3:14])[CH:9]=[CH:10][C:11]=1[CH3:12], predict the reactants needed to synthesize it. The reactants are: [N:1]([C@@H:4]([CH3:16])[CH2:5][C:6]1[CH:7]=[C:8]([N:13]([CH3:15])[CH3:14])[CH:9]=[CH:10][C:11]=1[CH3:12])=[N+]=[N-]. (7) Given the product [CH:25]([NH:28][C:3]([C:5]1[NH:6][N:7]=[C:8]([O:10][CH2:11][C:12]2[C:13]([C:18]3[CH:23]=[CH:22][C:21]([F:24])=[CH:20][N:19]=3)=[N:14][O:15][C:16]=2[CH3:17])[CH:9]=1)=[O:4])([CH3:27])[CH3:26], predict the reactants needed to synthesize it. The reactants are: CO[C:3]([C:5]1[NH:6][N:7]=[C:8]([O:10][CH2:11][C:12]2[C:13]([C:18]3[CH:23]=[CH:22][C:21]([F:24])=[CH:20][N:19]=3)=[N:14][O:15][C:16]=2[CH3:17])[CH:9]=1)=[O:4].[CH:25]([NH2:28])([CH3:27])[CH3:26]. (8) Given the product [C:51]([CH:49]1[CH2:50][N:47]([C:5](=[O:7])[C@H:4]([NH:8][C:9]([C:11]2[C:19]3[C:14](=[N:15][CH:16]=[C:17]([C:20]4[S:28][C:27]5[C:22](=[N:23][CH:24]=[CH:25][C:26]=5[O:29][CH3:30])[CH:21]=4)[N:18]=3)[N:13]([CH2:31][O:32][CH2:33][CH2:34][Si:35]([CH3:38])([CH3:36])[CH3:37])[CH:12]=2)=[O:10])[CH:1]2[CH2:2][CH2:3]2)[CH2:48]1)#[N:52], predict the reactants needed to synthesize it. The reactants are: [CH:1]1([C@@H:4]([NH:8][C:9]([C:11]2[C:19]3[C:14](=[N:15][CH:16]=[C:17]([C:20]4[S:28][C:27]5[C:22](=[N:23][CH:24]=[CH:25][C:26]=5[O:29][CH3:30])[CH:21]=4)[N:18]=3)[N:13]([CH2:31][O:32][CH2:33][CH2:34][Si:35]([CH3:38])([CH3:37])[CH3:36])[CH:12]=2)=[O:10])[C:5]([OH:7])=O)[CH2:3][CH2:2]1.C(N(CC)CC)C.Cl.[NH:47]1[CH2:50][CH:49]([C:51]#[N:52])[CH2:48]1.C1CN([P+](ON2N=NC3C=CC=CC2=3)(N2CCCC2)N2CCCC2)CC1.F[P-](F)(F)(F)(F)F. (9) Given the product [NH2:16][CH2:12][C:4]1[C:5]2[O:9][C:8](=[O:10])[NH:7][C:6]=2[CH:11]=[C:2]([Cl:1])[CH:3]=1, predict the reactants needed to synthesize it. The reactants are: [Cl:1][C:2]1[CH:3]=[C:4]([CH2:12]Cl)[C:5]2[O:9][C:8](=[O:10])[NH:7][C:6]=2[CH:11]=1.CO.[NH3:16]. (10) Given the product [NH2:1][C:2]1[C:3]([C:13]([NH:43][C@H:44]2[CH2:49][CH2:48][CH2:47][CH2:46][C@@H:45]2[OH:50])=[O:15])=[CH:4][C:5]([Br:12])=[C:6]2[C:11]=1[N:10]=[CH:9][CH:8]=[CH:7]2, predict the reactants needed to synthesize it. The reactants are: [NH2:1][C:2]1[C:3]([C:13]([OH:15])=O)=[CH:4][C:5]([Br:12])=[C:6]2[C:11]=1[N:10]=[CH:9][CH:8]=[CH:7]2.F[P-](F)(F)(F)(F)F.N1(O[P+](N(C)C)(N(C)C)N(C)C)C2C=CC=CC=2N=N1.[NH2:43][C@H:44]1[CH2:49][CH2:48][CH2:47][CH2:46][C@@H:45]1[OH:50].C(N(CC)CC)C.